Dataset: Catalyst prediction with 721,799 reactions and 888 catalyst types from USPTO. Task: Predict which catalyst facilitates the given reaction. (1) Reactant: [CH3:1][C:2]1([CH3:18])[C:7]2[CH:8]=[C:9]3[C:14](=[CH:15][C:6]=2[C:5]([CH3:17])([CH3:16])[CH2:4][CH2:3]1)[NH:13][CH2:12][CH2:11][CH2:10]3.[H-].[Na+].Br[CH2:22][C:23]1[CH:32]=[CH:31][C:26]([C:27]([O:29][CH3:30])=[O:28])=[CH:25][CH:24]=1. Product: [CH3:30][O:29][C:27](=[O:28])[C:26]1[CH:31]=[CH:32][C:23]([CH2:22][N:13]2[C:14]3[C:9](=[CH:8][C:7]4[C:2]([CH3:18])([CH3:1])[CH2:3][CH2:4][C:5]([CH3:17])([CH3:16])[C:6]=4[CH:15]=3)[CH2:10][CH2:11][CH2:12]2)=[CH:24][CH:25]=1. The catalyst class is: 1. (2) Product: [CH2:1]([O:3][C:4](=[O:14])[CH2:5][C:6]1([C:12]#[N:13])[CH2:11][CH2:10][CH2:9][CH2:8][CH2:7]1)[CH3:2]. The catalyst class is: 43. Reactant: [CH2:1]([O:3][C:4](=[O:14])[CH2:5][C:6]1([C:12]#[N:13])[CH:11]=[CH:10][CH2:9][CH:8]=[CH:7]1)[CH3:2]. (3) Reactant: [NH2:1][C:2]1[C:3]([O:16]C)=[C:4]([C:8]2[O:12][C:11]([C:13]([OH:15])=[O:14])=[CH:10][CH:9]=2)[CH:5]=[CH:6][CH:7]=1.B(Br)(Br)[Br:19]. Product: [BrH:19].[NH2:1][C:2]1[C:3]([OH:16])=[C:4]([C:8]2[O:12][C:11]([C:13]([OH:15])=[O:14])=[CH:10][CH:9]=2)[CH:5]=[CH:6][CH:7]=1. The catalyst class is: 4. (4) Reactant: [CH3:1][C:2]1[CH:3]=[C:4]([N+:9]([O-])=O)[C:5]([NH2:8])=[N:6][CH:7]=1.[H][H]. Product: [CH3:1][C:2]1[CH:3]=[C:4]([NH2:9])[C:5]([NH2:8])=[N:6][CH:7]=1. The catalyst class is: 515. (5) Reactant: [OH-].[NH4+:2].[CH3:3][C:4]1[N:5]([CH2:18][CH:19]([CH3:21])[CH3:20])[C:6]2[C:15]3[N:14]=[CH:13][CH:12]=[CH:11][C:10]=3[N+:9]([O-])=[CH:8][C:7]=2[N:17]=1.C1(S(Cl)(=O)=O)C=CC=CC=1.[OH-].[Na+]. The catalyst class is: 24. Product: [CH3:3][C:4]1[N:5]([CH2:18][CH:19]([CH3:21])[CH3:20])[C:6]2[C:15]3[N:14]=[CH:13][CH:12]=[CH:11][C:10]=3[N:9]=[C:8]([NH2:2])[C:7]=2[N:17]=1. (6) Reactant: CCN(C(C)C)C(C)C.[C:10](N1C=CN=C1)(N1C=CN=C1)=[O:11].Cl.[NH2:23][CH2:24][C:25]1[CH:30]=[CH:29][C:28]([C:31]([N:33]2[CH2:42][C:41]3[CH:40]=[N:39][N:38]([CH3:43])[C:37]=3[NH:36][C:35]3[CH:44]=[C:45]([CH3:48])[CH:46]=[CH:47][C:34]2=3)=[O:32])=[CH:27][C:26]=1[F:49].Cl.Cl.[CH3:52][C:53]([CH3:63])([CH3:62])[CH2:54][CH2:55][N:56]1[CH2:61][CH2:60][NH:59][CH2:58][CH2:57]1. Product: [CH3:43][N:38]1[C:37]2[NH:36][C:35]3[CH:44]=[C:45]([CH3:48])[CH:46]=[CH:47][C:34]=3[N:33]([C:31]([C:28]3[CH:29]=[CH:30][C:25]([CH2:24][NH:23][C:10]([N:59]4[CH2:58][CH2:57][N:56]([CH2:55][CH2:54][C:53]([CH3:63])([CH3:62])[CH3:52])[CH2:61][CH2:60]4)=[O:11])=[C:26]([F:49])[CH:27]=3)=[O:32])[CH2:42][C:41]=2[CH:40]=[N:39]1. The catalyst class is: 3. (7) Reactant: [O:1]1[C:5]2[CH:6]=[CH:7][C:8]([CH:10]=[C:11]3[CH2:16][CH2:15][N:14]([C:17]([O:19][C:20]([CH3:23])([CH3:22])[CH3:21])=[O:18])[CH2:13][CH2:12]3)=[CH:9][C:4]=2[O:3][CH2:2]1. The catalyst class is: 19. Product: [O:1]1[C:5]2[CH:6]=[CH:7][C:8]([CH2:10][CH:11]3[CH2:12][CH2:13][N:14]([C:17]([O:19][C:20]([CH3:23])([CH3:22])[CH3:21])=[O:18])[CH2:15][CH2:16]3)=[CH:9][C:4]=2[O:3][CH2:2]1. (8) Reactant: [C:1]1([C:7]2[CH:20]=[CH:19][CH:18]=[CH:17][C:8]=2[CH2:9][CH2:10][CH:11]2[CH2:16][CH2:15][NH:14][CH2:13][CH2:12]2)[CH:6]=[CH:5][CH:4]=[CH:3][CH:2]=1.[CH3:21][O:22][C:23]1[C:28]([CH:29]=O)=[CH:27][CH:26]=[CH:25][N:24]=1.[OH-].[Na+]. Product: [CH3:21][O:22][C:23]1[C:28]([CH2:29][N:14]2[CH2:13][CH2:12][CH:11]([CH2:10][CH2:9][C:8]3[CH:17]=[CH:18][CH:19]=[CH:20][C:7]=3[C:1]3[CH:2]=[CH:3][CH:4]=[CH:5][CH:6]=3)[CH2:16][CH2:15]2)=[CH:27][CH:26]=[CH:25][N:24]=1. The catalyst class is: 7. (9) Reactant: [Br:1][C:2]1[C:3]([O:12][CH2:13][CH:14]2[CH2:16][CH2:15]2)=[CH:4][C:5]([C:8](=[N:10][OH:11])[NH2:9])=[N:6][CH:7]=1.C(=O)([O-])[O-].[K+].[K+].[C:23](Cl)(=O)[C:24]([CH3:27])([CH3:26])[CH3:25]. Product: [Br:1][C:2]1[C:3]([O:12][CH2:13][CH:14]2[CH2:16][CH2:15]2)=[CH:4][C:5]([C:8]2[N:9]=[C:23]([C:24]([CH3:27])([CH3:26])[CH3:25])[O:11][N:10]=2)=[N:6][CH:7]=1. The catalyst class is: 3. (10) Reactant: [CH3:1][O:2][C:3]1[CH:28]=[C:27]([O:29][CH3:30])[CH:26]=[CH:25][C:4]=1[CH2:5][N:6]([C:19]1[CH:24]=[CH:23][N:22]=[CH:21][N:20]=1)[S:7]([C:10]1[CH:15]=[C:14]([F:16])[C:13](F)=[CH:12][C:11]=1[F:18])(=[O:9])=[O:8].[F:31][C:32]1([F:45])[CH2:37][CH2:36][C@H:35]([OH:38])[C@@H:34]([C:39]2[N:43]([CH3:44])[N:42]=[CH:41][CH:40]=2)[CH2:33]1.[H-].[Na+]. Product: [F:45][C:32]1([F:31])[CH2:37][CH2:36][C@H:35]([O:38][C:13]2[C:14]([F:16])=[CH:15][C:10]([S:7]([N:6]([CH2:5][C:4]3[CH:25]=[CH:26][C:27]([O:29][CH3:30])=[CH:28][C:3]=3[O:2][CH3:1])[C:19]3[CH:24]=[CH:23][N:22]=[CH:21][N:20]=3)(=[O:8])=[O:9])=[C:11]([F:18])[CH:12]=2)[C@@H:34]([C:39]2[N:43]([CH3:44])[N:42]=[CH:41][CH:40]=2)[CH2:33]1. The catalyst class is: 3.